This data is from Reaction yield outcomes from USPTO patents with 853,638 reactions. The task is: Predict the reaction yield, written as a fraction of the theoretical maximum amount of product (1.0 means a 100% yield; for example, 0.34 means a 34% yield). (1) The reactants are N1C=C2C(N=CN2)=NC=1.[Cl:10][C:11]1[CH:12]=[C:13]([C:26]2[N:34]=[C:33]([CH3:35])[N:32]=[C:31]3[C:27]=2[N:28]=[CH:29][N:30]3C2CCCCO2)[C:14]([NH:17][C:18]2[CH:19]=[N:20][C:21]([O:24][CH3:25])=[CH:22][CH:23]=2)=[N:15][CH:16]=1.Cl.[OH-].[Na+]. The catalyst is C1COCC1.C(Cl)Cl. The product is [Cl:10][C:11]1[CH:12]=[C:13]([C:26]2[N:34]=[C:33]([CH3:35])[N:32]=[C:31]3[C:27]=2[N:28]=[CH:29][NH:30]3)[C:14]([NH:17][C:18]2[CH:19]=[N:20][C:21]([O:24][CH3:25])=[CH:22][CH:23]=2)=[N:15][CH:16]=1. The yield is 0.737. (2) The reactants are [F:1][C:2]1[CH:13]=[CH:12][CH:11]=[CH:10][C:3]=1[C:4](N(OC)C)=[O:5].[CH:14]([Mg]Br)=[CH2:15]. The catalyst is C1COCC1. The product is [F:1][C:2]1[CH:13]=[CH:12][CH:11]=[CH:10][C:3]=1[C:4](=[O:5])[CH:14]=[CH2:15]. The yield is 0.584. (3) The reactants are Cl[C:2]([O:4][CH2:5][Cl:6])=[O:3].[CH2:7]([OH:13])[CH2:8][CH2:9][CH2:10][CH2:11][CH3:12].N1C=CC=CC=1.Cl. The catalyst is ClCCl. The product is [C:2](=[O:3])([O:4][CH2:5][Cl:6])[O:13][CH2:7][CH2:8][CH2:9][CH2:10][CH2:11][CH3:12]. The yield is 0.970. (4) The reactants are C[Si]([N-][Si](C)(C)C)(C)C.[Na+].[CH3:11][C:12]1[CH:17]=[CH:16][N:15]=[CH:14][C:13]=1[NH2:18].[C:19](O[C:19]([O:21][C:22]([CH3:25])([CH3:24])[CH3:23])=[O:20])([O:21][C:22]([CH3:25])([CH3:24])[CH3:23])=[O:20].Cl. The yield is 0.700. The catalyst is O1CCCC1. The product is [CH3:11][C:12]1[CH:17]=[CH:16][N:15]=[CH:14][C:13]=1[NH:18][C:19](=[O:20])[O:21][C:22]([CH3:25])([CH3:24])[CH3:23]. (5) The reactants are C(OC([N:8]1[CH:12]=[CH:11][C:10]([NH:13][S:14]([C:17]2[CH:22]=[C:21]([Br:23])[CH:20]=[CH:19][C:18]=2[O:24][CH3:25])(=[O:16])=[O:15])=[N:9]1)=O)(C)(C)C. The catalyst is Cl. The product is [Br:23][C:21]1[CH:20]=[CH:19][C:18]([O:24][CH3:25])=[C:17]([S:14]([NH:13][C:10]2[CH:11]=[CH:12][NH:8][N:9]=2)(=[O:15])=[O:16])[CH:22]=1. The yield is 0.0700. (6) The reactants are [Cl:1][C:2]1[C:3]([F:19])=[N:4][C:5]([F:18])=[C:6]([Cl:17])[C:7]=1[O:8][C:9]1[CH:14]=[CH:13][C:12]([O:15][CH3:16])=[CH:11][CH:10]=1.Cl[S:21]([OH:24])(=[O:23])=[O:22]. The catalyst is C(Cl)Cl. The product is [Cl:1][C:2]1[C:3]([F:19])=[N:4][C:5]([F:18])=[C:6]([Cl:17])[C:7]=1[O:8][C:9]1[CH:14]=[CH:13][C:12]([O:15][CH3:16])=[C:11]([S:21]([OH:24])(=[O:23])=[O:22])[CH:10]=1. The yield is 0.700. (7) The reactants are [Cl:1][C:2]1[C:3](Cl)=[N:4][CH:5]=[C:6]([CH:23]=1)[C:7]([NH:9][S:10]([C:13]1[CH:18]=[CH:17][CH:16]=[CH:15][C:14]=1[S:19](=[O:22])(=[O:21])[NH2:20])(=[O:12])=[O:11])=[O:8].[O:25]1[C:29]2[CH:30]=[CH:31][CH:32]=[CH:33][C:28]=2[CH:27]=[C:26]1B(O)O.C(=O)([O-])[O-].[Na+].[Na+]. The catalyst is C1C=CC(P(C2C=CC=CC=2)[C-]2C=CC=C2)=CC=1.C1C=CC(P(C2C=CC=CC=2)[C-]2C=CC=C2)=CC=1.Cl[Pd]Cl.[Fe+2].CN(C)C=O. The product is [O:25]1[C:29]2[CH:30]=[CH:31][CH:32]=[CH:33][C:28]=2[CH:27]=[C:26]1[C:3]1[C:2]([Cl:1])=[CH:23][C:6]([C:7]([NH:9][S:10]([C:13]2[CH:18]=[CH:17][CH:16]=[CH:15][C:14]=2[S:19](=[O:22])(=[O:21])[NH2:20])(=[O:12])=[O:11])=[O:8])=[CH:5][N:4]=1. The yield is 0.240. (8) The reactants are Br.[NH2:2][CH2:3][C:4]1[CH:9]=[CH:8][C:7]([OH:10])=[C:6]([Cl:11])[CH:5]=1.Cl[C:13]1[N:18]=[C:17]([O:19][CH2:20][C:21]([F:24])([F:23])[F:22])[N:16]=[C:15]([NH:25][C:26]2[CH:38]=[CH:37][C:29]([C:30]([O:32][C:33]([CH3:36])([CH3:35])[CH3:34])=[O:31])=[CH:28][CH:27]=2)[N:14]=1.C(N(CC)C(C)C)(C)C. The catalyst is C1COCC1. The product is [Cl:11][C:6]1[CH:5]=[C:4]([CH:9]=[CH:8][C:7]=1[OH:10])[CH2:3][NH:2][C:13]1[N:18]=[C:17]([O:19][CH2:20][C:21]([F:24])([F:22])[F:23])[N:16]=[C:15]([NH:25][C:26]2[CH:38]=[CH:37][C:29]([C:30]([O:32][C:33]([CH3:34])([CH3:36])[CH3:35])=[O:31])=[CH:28][CH:27]=2)[N:14]=1. The yield is 0.900. (9) The reactants are [OH-].[Na+].[CH:3]12[CH2:12][CH:7]3[CH2:8][CH:9]([CH2:11][CH:5]([CH2:6]3)[CH:4]1[NH:13][C:14]([C:16]1[CH:17]=[N:18][N:19]([C:28]3[CH:37]=[CH:36][C:31]([C:32]([O:34]C)=[O:33])=[CH:30][CH:29]=3)[C:20]=1[S:21][CH:22]1[CH2:27][CH2:26][CH2:25][CH2:24][CH2:23]1)=[O:15])[CH2:10]2. The catalyst is CO. The product is [CH:3]12[CH2:12][CH:7]3[CH2:8][CH:9]([CH2:11][CH:5]([CH2:6]3)[CH:4]1[NH:13][C:14]([C:16]1[CH:17]=[N:18][N:19]([C:28]3[CH:37]=[CH:36][C:31]([C:32]([OH:34])=[O:33])=[CH:30][CH:29]=3)[C:20]=1[S:21][CH:22]1[CH2:27][CH2:26][CH2:25][CH2:24][CH2:23]1)=[O:15])[CH2:10]2. The yield is 1.00. (10) The reactants are [NH:1]1[CH2:6][CH2:5][O:4][CH2:3][CH2:2]1.[CH3:7][S:8](Cl)(=[O:10])=[O:9]. The catalyst is C(Cl)Cl. The product is [CH3:7][S:8]([N:1]1[CH2:6][CH2:5][O:4][CH2:3][CH2:2]1)(=[O:10])=[O:9]. The yield is 1.00.